This data is from Reaction yield outcomes from USPTO patents with 853,638 reactions. The task is: Predict the reaction yield, written as a fraction of the theoretical maximum amount of product (1.0 means a 100% yield; for example, 0.34 means a 34% yield). (1) The reactants are [OH:1][CH2:2][CH2:3][N:4]([C:8]1[N:9]=[C:10]([N:20]2[CH2:25][CH2:24][N:23]3[C:26]([C:29]([F:32])([F:31])[F:30])=[N:27][N:28]=[C:22]3[CH2:21]2)[C:11]2[CH:16]=[C:15]([CH2:17][CH2:18][CH3:19])[S:14][C:12]=2[N:13]=1)[CH2:5][CH2:6][OH:7].C[N+]1([O-])CCOCC1. The catalyst is ClCCl.CCC[N+](CCC)(CCC)CCC.[O-][Ru](=O)(=O)=O. The product is [CH2:17]([C:15]1[S:14][C:12]2[N:13]=[C:8]([N:4]3[CH2:5][CH2:6][O:7][C:2](=[O:1])[CH2:3]3)[N:9]=[C:10]([N:20]3[CH2:25][CH2:24][N:23]4[C:26]([C:29]([F:31])([F:30])[F:32])=[N:27][N:28]=[C:22]4[CH2:21]3)[C:11]=2[CH:16]=1)[CH2:18][CH3:19]. The yield is 0.350. (2) The reactants are [Si:1]([O:8][C@@H:9]1[C@H:13]([CH2:14][O:15][Si](C(C)(C)C)(C)C)[CH2:12][C@@H:11]([N:23]2[C:27]3[N:28]=[CH:29][N:30]=[C:31]([Cl:32])[C:26]=3[CH:25]=[CH:24]2)[CH2:10]1)([C:4]([CH3:7])([CH3:6])[CH3:5])([CH3:3])[CH3:2].Cl.[C:34](=O)(O)[O-].[Na+]. The catalyst is C(O)C. The product is [Si:1]([O:8][C@H:9]1[CH2:10][C@H:11]([N:23]2[C:27]3[N:28]=[C:29]([CH3:34])[N:30]=[C:31]([Cl:32])[C:26]=3[CH:25]=[CH:24]2)[CH2:12][C@H:13]1[CH2:14][OH:15])([C:4]([CH3:7])([CH3:5])[CH3:6])([CH3:3])[CH3:2]. The yield is 0.930. (3) No catalyst specified. The product is [CH:1]1([C:4]2[CH:9]=[CH:8][N:7]=[C:6]([OH:29])[C:5]=2[N:11]2[CH2:15][CH2:14][N:13]([C:16]3[CH:21]=[CH:20][N:19]=[C:18]([C:22]([F:25])([F:24])[F:23])[CH:17]=3)[C:12]2=[O:26])[CH2:3][CH2:2]1. The yield is 0.0800. The reactants are [CH:1]1([C:4]2[CH:9]=[CH:8][N+:7]([O-])=[CH:6][C:5]=2[N:11]2[CH2:15][CH2:14][N:13]([C:16]3[CH:21]=[CH:20][N:19]=[C:18]([C:22]([F:25])([F:24])[F:23])[CH:17]=3)[C:12]2=[O:26])[CH2:3][CH2:2]1.C(OC(=O)C)(=[O:29])C. (4) The reactants are [CH2:1]([N:8]1[CH:16]=[C:15]2[C:10]([CH:11]=[C:12]([C:17]3[CH:18]=[C:19]([CH:27]4[CH2:32][CH2:31][CH2:30][CH2:29][NH:28]4)[N:20]4[C:25]=3[C:24]([NH2:26])=[N:23][CH:22]=[N:21]4)[CH:13]=[CH:14]2)=[N:9]1)[C:2]1[CH:7]=[CH:6][CH:5]=[CH:4][CH:3]=1.[CH3:33][N:34]([CH3:39])[CH2:35][C:36](O)=[O:37].CCN=C=NCCCN(C)C.Cl.C1C=CC2N(O)N=NC=2C=1.C(N(CC)C(C)C)(C)C. The catalyst is CN(C=O)C. The product is [CH2:1]([N:8]1[CH:16]=[C:15]2[C:10]([CH:11]=[C:12]([C:17]3[CH:18]=[C:19]([CH:27]4[CH2:32][CH2:31][CH2:30][CH2:29][N:28]4[C:36](=[O:37])[CH2:35][N:34]([CH3:39])[CH3:33])[N:20]4[C:25]=3[C:24]([NH2:26])=[N:23][CH:22]=[N:21]4)[CH:13]=[CH:14]2)=[N:9]1)[C:2]1[CH:3]=[CH:4][CH:5]=[CH:6][CH:7]=1. The yield is 0.100. (5) The reactants are [CH2:1]([NH:4][C:5]([NH2:7])=[O:6])[CH2:2][CH3:3].[C:8](CC(OCC)=O)#[N:9].[O-:16][CH2:17][CH3:18].[Na+]. The catalyst is C(O)C. The product is [NH2:9][C:8]1[N:4]([CH2:1][CH2:2][CH3:3])[C:5](=[O:6])[NH:7][C:17](=[O:16])[CH:18]=1. The yield is 0.520.